Regression. Given a peptide amino acid sequence and an MHC pseudo amino acid sequence, predict their binding affinity value. This is MHC class II binding data. From a dataset of Peptide-MHC class II binding affinity with 134,281 pairs from IEDB. (1) The peptide sequence is QSALSEFIKFAEGRR. The MHC is DRB1_0801 with pseudo-sequence DRB1_0801. The binding affinity (normalized) is 0.530. (2) The peptide sequence is TLWQRPLVTIKIGGQLREAL. The MHC is DRB3_0101 with pseudo-sequence DRB3_0101. The binding affinity (normalized) is 0.277. (3) The peptide sequence is GGACGYKDVDKPPFS. The MHC is HLA-DPA10103-DPB10401 with pseudo-sequence HLA-DPA10103-DPB10401. The binding affinity (normalized) is 0.0455. (4) The peptide sequence is KIYLYENMNINNLTATLGAD. The MHC is DRB1_0301 with pseudo-sequence DRB1_0301. The binding affinity (normalized) is 1.00.